Dataset: Forward reaction prediction with 1.9M reactions from USPTO patents (1976-2016). Task: Predict the product of the given reaction. (1) The product is: [CH3:25][C:24]1[CH:23]=[C:22]([CH3:26])[NH:21][C:20](=[O:27])[C:19]=1[CH2:18][NH:17][C:15]([C:4]1[C:5]2[C:6]([CH3:14])=[N:7][N:8]([CH:11]([CH3:13])[CH3:12])[C:9]=2[CH:10]=[C:2]([C:32]2[CH:31]=[N:30][C:29]([CH3:28])=[CH:34][CH:33]=2)[CH:3]=1)=[O:16]. Given the reactants Br[C:2]1[CH:3]=[C:4]([C:15]([NH:17][CH2:18][C:19]2[C:20](=[O:27])[NH:21][C:22]([CH3:26])=[CH:23][C:24]=2[CH3:25])=[O:16])[C:5]2[C:6]([CH3:14])=[N:7][N:8]([CH:11]([CH3:13])[CH3:12])[C:9]=2[CH:10]=1.[CH3:28][C:29]1[CH:34]=[CH:33][C:32](B2OC(C)(C)C(C)(C)O2)=[CH:31][N:30]=1, predict the reaction product. (2) Given the reactants [OH:1][C:2]1[C:7](=[O:8])[CH:6]=[CH:5][N:4]([CH3:9])[C:3]=1[CH3:10].[N+:11]([C:14]1[CH:19]=[CH:18][C:17]([S:20](Cl)(=[O:22])=[O:21])=[CH:16][CH:15]=1)([O-:13])=[O:12], predict the reaction product. The product is: [N+:11]([C:14]1[CH:15]=[CH:16][C:17]([S:20]([O:1][C:2]2[C:7](=[O:8])[CH:6]=[CH:5][N:4]([CH3:9])[C:3]=2[CH3:10])(=[O:22])=[O:21])=[CH:18][CH:19]=1)([O-:13])=[O:12].